Dataset: Forward reaction prediction with 1.9M reactions from USPTO patents (1976-2016). Task: Predict the product of the given reaction. (1) The product is: [OH:19][C:15]1[CH:16]=[CH:4][C:3]([C:22]2[NH:23][C:4](=[O:6])[C:3]3[C:2]([CH:1]=2)=[CH:10][C:9]([O:11][CH3:12])=[CH:8][C:7]=3[O:13][CH3:14])=[CH:2][CH:1]=1. Given the reactants [CH3:1][C:2]1[CH:10]=[C:9]([O:11][CH3:12])[CH:8]=[C:7]([O:13][CH3:14])[C:3]=1[C:4]([OH:6])=O.[C:15](Cl)(=[O:19])[C:16](Cl)=O.Cl.[CH3:22][NH2:23], predict the reaction product. (2) Given the reactants [NH2:1][CH2:2][CH:3]([OH:7])[C:4]([OH:6])=[O:5].S(Cl)([Cl:10])=O.[CH3:12]O, predict the reaction product. The product is: [ClH:10].[NH2:1][CH2:2][CH:3]([OH:7])[C:4]([O:6][CH3:12])=[O:5]. (3) Given the reactants [N-]=[N+]=[N-].[Na+].C1C=CC(P(C2C=CC=CC=2)C2C=CC=CC=2)=CC=1.[N:24]([CH2:27][C:28]1[N:29]=[C:30]([C:33]2[CH:38]=[CH:37][C:36]([N:39]3[CH:44]=[CH:43][CH:42]=[CH:41][C:40]3=[O:45])=[CH:35][C:34]=2[F:46])[NH:31][CH:32]=1)=[N+]=[N-], predict the reaction product. The product is: [NH2:24][CH2:27][C:28]1[N:29]=[C:30]([C:33]2[CH:38]=[CH:37][C:36]([N:39]3[CH:44]=[CH:43][CH:42]=[CH:41][C:40]3=[O:45])=[CH:35][C:34]=2[F:46])[NH:31][CH:32]=1. (4) Given the reactants [Cl:1][C:2]1[N:7]=[C:6](Cl)[C:5]([CH3:9])=[CH:4][N:3]=1.[CH3:10]N1CCCC1=O.C[Mg]Br, predict the reaction product. The product is: [Cl:1][C:2]1[N:7]=[C:6]([CH3:10])[C:5]([CH3:9])=[CH:4][N:3]=1. (5) Given the reactants [Si]([O:8][CH2:9][C:10]1[CH:11]=[C:12]([NH:16][C:17]2[N:25]=[C:24]3[C:20]([NH:21][C:22](=[O:34])[N:23]3[C:26]3[CH:31]=[CH:30][CH:29]=[CH:28][C:27]=3[O:32][CH3:33])=[C:19]([C:35]([O:37]CC)=O)[N:18]=2)[CH:13]=[CH:14][CH:15]=1)(C(C)(C)C)(C)C.[NH2:40]C1C(C(OCC)=O)=NC(NC2C=CC=C(CO[Si](C(C)(C)C)(C)C)C=2)=NC=1NC1C=CC=CC=1OC, predict the reaction product. The product is: [OH:8][CH2:9][C:10]1[CH:11]=[C:12]([NH:16][C:17]2[N:25]=[C:24]3[C:20]([NH:21][C:22](=[O:34])[N:23]3[C:26]3[CH:31]=[CH:30][CH:29]=[CH:28][C:27]=3[O:32][CH3:33])=[C:19]([C:35]([NH2:40])=[O:37])[N:18]=2)[CH:13]=[CH:14][CH:15]=1. (6) The product is: [F:23][C:21]1[CH:20]=[CH:19][C:18]([NH:24][C:25](=[O:40])[CH2:26][C:27]2[NH:28][C:29](=[O:39])[CH:30]=[C:31]([N:33]3[CH2:34][CH2:35][O:36][CH2:37][CH2:38]3)[N:32]=2)=[C:17]([O:16][CH2:15][CH:12]2[CH2:13][CH2:14][NH:9][CH2:10][CH2:11]2)[CH:22]=1. Given the reactants Cl.C(OC([N:9]1[CH2:14][CH2:13][CH:12]([CH2:15][O:16][C:17]2[CH:22]=[C:21]([F:23])[CH:20]=[CH:19][C:18]=2[NH:24][C:25](=[O:40])[CH2:26][C:27]2[NH:28][C:29](=[O:39])[CH:30]=[C:31]([N:33]3[CH2:38][CH2:37][O:36][CH2:35][CH2:34]3)[N:32]=2)[CH2:11][CH2:10]1)=O)(C)(C)C, predict the reaction product.